From a dataset of Reaction yield outcomes from USPTO patents with 853,638 reactions. Predict the reaction yield, written as a fraction of the theoretical maximum amount of product (1.0 means a 100% yield; for example, 0.34 means a 34% yield). (1) The reactants are [C:1]([OH:8])(=[O:7])/[CH:2]=[CH:3]\[C:4]([OH:6])=[O:5].[CH2:9]([C:11]1[C:15]([S:16][C:17]2[CH:22]=[CH:21][C:20]([F:23])=[CH:19][CH:18]=2)=[C:14]([CH2:24][CH3:25])[N:13]([CH2:26][CH2:27][NH:28][CH3:29])[N:12]=1)[CH3:10]. The catalyst is CCOCC. The product is [CH2:9]([C:11]1[C:15]([S:16][C:17]2[CH:22]=[CH:21][C:20]([F:23])=[CH:19][CH:18]=2)=[C:14]([CH2:24][CH3:25])[N:13]([CH2:26][CH2:27][NH:28][CH3:29])[N:12]=1)[CH3:10].[C:1]([OH:8])(=[O:7])/[CH:2]=[CH:3]\[C:4]([OH:6])=[O:5]. The yield is 0.840. (2) The yield is 0.890. The reactants are Cl[CH2:2][C:3]1[CH:8]=[CH:7][C:6]([O:9][CH3:10])=[CH:5][CH:4]=1.C([O-])([O-])=O.[K+].[K+].[NH:17]1[CH:21]=[C:20]([C:22]([O:24][CH2:25][CH3:26])=[O:23])[CH:19]=[N:18]1. The catalyst is C(#N)C. The product is [CH3:10][O:9][C:6]1[CH:7]=[CH:8][C:3]([CH2:2][N:17]2[CH:21]=[C:20]([C:22]([O:24][CH2:25][CH3:26])=[O:23])[CH:19]=[N:18]2)=[CH:4][CH:5]=1. (3) The yield is 0.950. The product is [Cl:8][C:9]1[CH:14]=[C:13]([Cl:15])[CH:12]=[C:11]([Cl:16])[C:10]=1[O:4][C:3](=[O:5])[CH2:2][C:1]([O:7][C:10]1[C:9]([Cl:8])=[CH:14][C:13]([Cl:15])=[CH:12][C:11]=1[Cl:16])=[O:6]. The reactants are [C:1]([OH:7])(=[O:6])[CH2:2][C:3]([OH:5])=[O:4].[Cl:8][C:9]1[CH:14]=[C:13]([Cl:15])[CH:12]=[C:11]([Cl:16])[C:10]=1O.P(Cl)(Cl)(Cl)=O. No catalyst specified. (4) The reactants are [H-].[Na+].[OH:3][C:4]1[CH:5]=[C:6]2[C:11](=[CH:12][CH:13]=1)[N:10]=[CH:9][CH:8]=[CH:7]2.[CH2:14](Br)[CH:15]=[CH2:16]. The catalyst is CN(C)C=O. The product is [CH2:16]([O:3][C:4]1[CH:5]=[C:6]2[C:11](=[CH:12][CH:13]=1)[N:10]=[CH:9][CH:8]=[CH:7]2)[CH:15]=[CH2:14]. The yield is 0.890. (5) The reactants are [CH2:1]([O:3][C:4]([C@@:6]12[CH2:24][C@H:23]1[CH:22]=[CH:21][CH2:20][CH2:19][CH2:18][CH2:17][CH2:16][C@H:15]([NH:25][C:26]([O:28][CH:29]1[CH2:33][CH2:32][CH2:31][CH2:30]1)=[O:27])[C:14](=[O:34])[N:13]1[C@@H:9]([CH2:10][C@@H:11]([O:35][C:36]3[C:45]4[C:40](=[CH:41][C:42]([O:46][CH3:47])=[CH:43][CH:44]=4)[N:39]=[C:38]([C:48]4[N:49]=[C:50]([NH:53][CH:54]([CH3:56])[CH3:55])[S:51][CH:52]=4)[CH:37]=3)[CH2:12]1)[C:8](=[O:57])[NH:7]2)=[O:5])[CH3:2].CCN(CC)CC.[O:65](C(OC(C)(C)C)=O)[C:66]([O:68][C:69]([CH3:72])([CH3:71])[CH3:70])=O. The catalyst is CN(C1C=CN=CC=1)C.C(#N)C.CO. The product is [CH2:1]([O:3][C:4]([C@@:6]12[CH2:24][C@H:23]1[CH:22]=[CH:21][CH2:20][CH2:19][CH2:18][CH2:17][CH2:16][C@H:15]([NH:25][C:26]([O:28][CH:29]1[CH2:33][CH2:32][CH2:31][CH2:30]1)=[O:27])[C:14](=[O:34])[N:13]1[C@@H:9]([CH2:10][C@@H:11]([O:35][C:36]3[C:45]4[C:40](=[CH:41][C:42]([O:46][CH3:47])=[CH:43][CH:44]=4)[N:39]=[C:38]([C:48]4[N:49]=[C:50]([N:53]([C:66]([O:68][C:69]([CH3:72])([CH3:71])[CH3:70])=[O:65])[CH:54]([CH3:56])[CH3:55])[S:51][CH:52]=4)[CH:37]=3)[CH2:12]1)[C:8](=[O:57])[NH:7]2)=[O:5])[CH3:2]. The yield is 0.640. (6) The reactants are O[C:2]1[NH:3][C:4]2[C:10]([CH3:11])=[CH:9][CH:8]=[CH:7][C:5]=2[N:6]=1.P(Cl)(Cl)([Cl:14])=O.N. The product is [Cl:14][C:2]1[NH:3][C:4]2[C:10]([CH3:11])=[CH:9][CH:8]=[CH:7][C:5]=2[N:6]=1. The yield is 0.930. The catalyst is O.